This data is from Peptide-MHC class I binding affinity with 185,985 pairs from IEDB/IMGT. The task is: Regression. Given a peptide amino acid sequence and an MHC pseudo amino acid sequence, predict their binding affinity value. This is MHC class I binding data. The peptide sequence is SVFALLPPQ. The MHC is HLA-A69:01 with pseudo-sequence HLA-A69:01. The binding affinity (normalized) is 0.0847.